From a dataset of Forward reaction prediction with 1.9M reactions from USPTO patents (1976-2016). Predict the product of the given reaction. (1) Given the reactants [C:1]([C:5]1[O:9][C:8]([CH3:10])=[C:7]([C:11]([OH:13])=[O:12])[C:6]=1[CH:14]=O)([CH3:4])([CH3:3])[CH3:2].[NH2:16]O.Cl, predict the reaction product. The product is: [C:1]([C:5]1[O:9][C:8]([CH3:10])=[C:7]([C:11]([OH:13])=[O:12])[C:6]=1[C:14]#[N:16])([CH3:4])([CH3:3])[CH3:2]. (2) Given the reactants CO[C:3]1[CH:8]=[CH:7][CH:6]=[CH:5][C:4]=1[CH2:9][C:10](=O)[CH3:11].[C:13]1([C@H:19]([NH2:21])[CH3:20])[CH:18]=[CH:17][CH:16]=[CH:15][CH:14]=1.[CH:22](O)=[O:23], predict the reaction product. The product is: [CH3:22][O:23][C:7]1[CH:8]=[CH:3][C:4]([CH2:9][C@H:10]([NH:21][C@@H:19]([C:13]2[CH:18]=[CH:17][CH:16]=[CH:15][CH:14]=2)[CH3:20])[CH3:11])=[CH:5][CH:6]=1. (3) Given the reactants [Cl:1][C:2]1[CH:3]=[C:4]2[C:9](=[CH:10][CH:11]=1)[N:8]=[CH:7][C:6]([N+:12]([O-])=O)=[C:5]2[NH:15][CH3:16].S(S([O-])=O)([O-])=O.[Na+].[Na+].O, predict the reaction product. The product is: [Cl:1][C:2]1[CH:3]=[C:4]2[C:9](=[CH:10][CH:11]=1)[N:8]=[CH:7][C:6]([NH2:12])=[C:5]2[NH:15][CH3:16]. (4) Given the reactants [F:1][C:2]1[CH:22]=[CH:21][CH:20]=[CH:19][C:3]=1[CH2:4][N:5]1[C:9]2=[N:10][CH:11]=[CH:12][CH:13]=[C:8]2[C:7]([C:14](OCC)=[O:15])=[N:6]1.[NH3:23], predict the reaction product. The product is: [F:1][C:2]1[CH:22]=[CH:21][CH:20]=[CH:19][C:3]=1[CH2:4][N:5]1[C:9]2=[N:10][CH:11]=[CH:12][CH:13]=[C:8]2[C:7]([C:14]([NH2:23])=[O:15])=[N:6]1. (5) The product is: [N:1]1[C:10]2[C:5](=[CH:6][CH:7]=[CH:8][CH:9]=2)[CH:4]=[CH:3][CH:2]=1. Given the reactants [NH:1]1[C:10]2[C:5](=[CH:6][CH:7]=[CH:8][CH:9]=2)[CH:4]=[CH:3][C:2]1=O.O1CCOCC1.C([O-])(O)=O.[Na+], predict the reaction product. (6) The product is: [N:24]1[CH:29]=[CH:28][CH:27]=[N:26][C:25]=1[NH:30][CH2:31][C:32]1[CH:38]=[CH:37][C:35]([NH:36]/[C:4](=[C:11]2\[C:12](=[O:23])[NH:13][C:14]3[C:19]\2=[CH:18][C:17]([N+:20]([O-:22])=[O:21])=[CH:16][CH:15]=3)/[C:5]2[CH:6]=[CH:7][CH:8]=[CH:9][CH:10]=2)=[CH:34][CH:33]=1. Given the reactants C(O[C:4](=[C:11]1[C:19]2[C:14](=[CH:15][CH:16]=[C:17]([N+:20]([O-:22])=[O:21])[CH:18]=2)[NH:13][C:12]1=[O:23])[C:5]1[CH:10]=[CH:9][CH:8]=[CH:7][CH:6]=1)C.[N:24]1[CH:29]=[CH:28][CH:27]=[N:26][C:25]=1[NH:30][CH2:31][C:32]1[CH:38]=[CH:37][C:35]([NH2:36])=[CH:34][CH:33]=1, predict the reaction product. (7) Given the reactants C(C1OC[C@H](C(C)(C)C)N=1)(C1OC[C@H](C(C)(C)C)N=1)(C)C.[Cl:22][C:23]([F:25])=[CH2:24].[N+](=[CH:28][C:29]([O:31][CH2:32][CH3:33])=[O:30])=[N-], predict the reaction product. The product is: [Cl:22][C:23]1([F:25])[CH2:24][CH:28]1[C:29]([O:31][CH2:32][CH3:33])=[O:30]. (8) Given the reactants CO[CH:3]1[C:11]2[C:6](=[C:7]([P:12]([C:19]3[CH:27]=[CH:26][CH:25]=[C:24]4[C:20]=3[CH2:21][CH:22]([CH3:30])[CH:23]4OC)[C:13]3[CH:18]=[CH:17][CH:16]=[CH:15][CH:14]=3)[CH:8]=[CH:9][CH:10]=2)[CH2:5][CH:4]1[CH3:31].Cl.CO, predict the reaction product. The product is: [CH3:30][C:22]1[CH2:21][C:20]2[C:24]([CH:23]=1)=[CH:25][CH:26]=[CH:27][C:19]=2[P:12]([C:7]1[CH:8]=[CH:9][CH:10]=[C:11]2[C:6]=1[CH2:5][C:4]([CH3:31])=[CH:3]2)[C:13]1[CH:18]=[CH:17][CH:16]=[CH:15][CH:14]=1. (9) Given the reactants [CH:1]([C:3]1[S:7][CH:6]=[C:5]([C:8]2[CH:9]=[C:10]3[C:14](=[C:15]([C:17]([NH2:19])=[O:18])[CH:16]=2)[NH:13][CH:12]=[C:11]3[CH:20]2[CH2:25][CH2:24][N:23]([S:26]([CH:29](C)[CH3:30])(=[O:28])=[O:27])[CH2:22][CH2:21]2)[CH:4]=1)=O.[CH2:32]([S:34][CH2:35][CH2:36][NH2:37])[CH3:33].[C:38](O[BH-](OC(=O)C)OC(=O)C)(=O)C.[Na+].C([BH3-])#N.[Na+].C=O, predict the reaction product. The product is: [CH2:29]([S:26]([N:23]1[CH2:22][CH2:21][CH:20]([C:11]2[C:10]3[C:14](=[C:15]([C:17]([NH2:19])=[O:18])[CH:16]=[C:8]([C:5]4[CH:4]=[C:3]([CH2:1][N:37]([CH2:36][CH2:35][S:34][CH2:32][CH3:33])[CH3:38])[S:7][CH:6]=4)[CH:9]=3)[NH:13][CH:12]=2)[CH2:25][CH2:24]1)(=[O:27])=[O:28])[CH3:30].